This data is from Forward reaction prediction with 1.9M reactions from USPTO patents (1976-2016). The task is: Predict the product of the given reaction. Given the reactants [C:1]([C:5]1[CH:18]=[C:17]([C:19](OC)=[O:20])[C:16]2[O:15][C:14]3[C:13]([C:23](OC)=[O:24])=[CH:12][C:11]([C:27]([CH3:30])([CH3:29])[CH3:28])=[CH:10][C:9]=3[C:8]([CH3:32])([CH3:31])[C:7]=2[CH:6]=1)([CH3:4])([CH3:3])[CH3:2].[H-].[Al+3].[Li+].[H-].[H-].[H-].S([O-])([O-])(=O)=O.[Na+].[Na+], predict the reaction product. The product is: [C:27]([C:11]1[CH:12]=[C:13]([CH2:23][OH:24])[C:14]2[O:15][C:16]3[C:7](=[CH:6][C:5]([C:1]([CH3:4])([CH3:3])[CH3:2])=[CH:18][C:17]=3[CH2:19][OH:20])[C:8]([CH3:32])([CH3:31])[C:9]=2[CH:10]=1)([CH3:30])([CH3:29])[CH3:28].